This data is from Catalyst prediction with 721,799 reactions and 888 catalyst types from USPTO. The task is: Predict which catalyst facilitates the given reaction. (1) Reactant: C(=O)([O-])[O-].[K+].[K+].C([O:10][C:11]1[CH:12]=[N:13][C:14]([Cl:18])=[C:15]([CH3:17])[CH:16]=1)(=O)C. Product: [Cl:18][C:14]1[N:13]=[CH:12][C:11]([OH:10])=[CH:16][C:15]=1[CH3:17]. The catalyst class is: 5. (2) Reactant: [CH3:1][C:2]([N:5]1[CH:9]=[CH:8][C:7]([C:10]([O:12][CH2:13][CH3:14])=[O:11])=[N:6]1)([CH3:4])[CH3:3].[Br:15]N1C(=O)CCC1=O. Product: [Br:15][C:8]1[C:7]([C:10]([O:12][CH2:13][CH3:14])=[O:11])=[N:6][N:5]([C:2]([CH3:1])([CH3:3])[CH3:4])[CH:9]=1. The catalyst class is: 3. (3) Reactant: Br[CH:2]([C:8]1[CH:13]=[CH:12][CH:11]=[CH:10][CH:9]=1)[C:3]([O:5][CH2:6][CH3:7])=[O:4].C(=O)([O-])[O-].[K+].[K+].CN(C)C=O.[CH3:25][C:26]1[O:30][C:29]([C:31]2[CH:36]=[CH:35][CH:34]=[CH:33][CH:32]=2)=[N:28][C:27]=1[CH2:37][O:38][C:39]1[CH:59]=[CH:58][C:42]([CH2:43][N:44]2[C:56]3[CH:55]=[CH:54][CH:53]=[C:52]([OH:57])[C:51]=3[C:50]3[C:45]2=[CH:46][CH:47]=[CH:48][CH:49]=3)=[CH:41][C:40]=1[O:60][CH3:61]. Product: [CH3:61][O:60][C:40]1[CH:41]=[C:42]([CH:58]=[CH:59][C:39]=1[O:38][CH2:37][C:27]1[N:28]=[C:29]([C:31]2[CH:36]=[CH:35][CH:34]=[CH:33][CH:32]=2)[O:30][C:26]=1[CH3:25])[CH2:43][N:44]1[C:56]2[CH:55]=[CH:54][CH:53]=[C:52]([O:57][CH:2]([C:8]3[CH:13]=[CH:12][CH:11]=[CH:10][CH:9]=3)[C:3]([O:5][CH2:6][CH3:7])=[O:4])[C:51]=2[C:50]2[C:45]1=[CH:46][CH:47]=[CH:48][CH:49]=2. The catalyst class is: 40. (4) Reactant: [CH:1]1([CH:7]2[C:16]3[C:15](=[O:17])[CH2:14][C:13]4([CH2:19][CH2:18]4)[CH2:12][C:11]=3[NH:10][C:9]([CH:20]3[CH2:24][CH2:23][CH2:22][CH2:21]3)=[C:8]2[C:25](=[O:36])[C:26]2[CH:31]=[CH:30][C:29]([C:32]([F:35])([F:34])[F:33])=[CH:28][CH:27]=2)[CH2:6][CH2:5][CH2:4][CH2:3][CH2:2]1.ClC1C(=O)C(C#N)=C(C#N)C(=O)C=1Cl. Product: [CH:1]1([C:7]2[C:16]3[C:15](=[O:17])[CH2:14][C:13]4([CH2:19][CH2:18]4)[CH2:12][C:11]=3[N:10]=[C:9]([CH:20]3[CH2:24][CH2:23][CH2:22][CH2:21]3)[C:8]=2[C:25](=[O:36])[C:26]2[CH:31]=[CH:30][C:29]([C:32]([F:33])([F:34])[F:35])=[CH:28][CH:27]=2)[CH2:6][CH2:5][CH2:4][CH2:3][CH2:2]1. The catalyst class is: 4. (5) Reactant: [NH2:1][C@H:2]([C:5]1[N:6]([CH:17]2[CH2:19][CH2:18]2)[C:7](=[O:16])[C:8]2[C:13]([CH:14]=1)=[CH:12][CH:11]=[CH:10][C:9]=2[CH3:15])[CH2:3][CH3:4].Cl[C:21]1[N:26]=[CH:25][N:24]=[C:23]([NH2:27])[C:22]=1[C:28]1[O:29][C:30]([CH3:33])=[N:31][N:32]=1.CCN(C(C)C)C(C)C. Product: [NH2:27][C:23]1[N:24]=[CH:25][N:26]=[C:21]([NH:1][C@H:2]([C:5]2[N:6]([CH:17]3[CH2:18][CH2:19]3)[C:7](=[O:16])[C:8]3[C:13]([CH:14]=2)=[CH:12][CH:11]=[CH:10][C:9]=3[CH3:15])[CH2:3][CH3:4])[C:22]=1[C:28]1[O:29][C:30]([CH3:33])=[N:31][N:32]=1. The catalyst class is: 114.